Dataset: TCR-epitope binding with 47,182 pairs between 192 epitopes and 23,139 TCRs. Task: Binary Classification. Given a T-cell receptor sequence (or CDR3 region) and an epitope sequence, predict whether binding occurs between them. (1) The epitope is TPRVTGGGAM. The TCR CDR3 sequence is CASSLGGGTGELFF. Result: 0 (the TCR does not bind to the epitope). (2) The epitope is KLSYGIATV. The TCR CDR3 sequence is CASSLDISTEQYF. Result: 1 (the TCR binds to the epitope). (3) The epitope is GPGHKARVL. The TCR CDR3 sequence is CASSLRGETQYF. Result: 1 (the TCR binds to the epitope). (4) The epitope is AVFDRKSDAK. The TCR CDR3 sequence is CASSQDRQGWNEQYF. Result: 0 (the TCR does not bind to the epitope). (5) The epitope is YFPLQSYGF. The TCR CDR3 sequence is CASSEGVFGTQYF. Result: 1 (the TCR binds to the epitope). (6) The epitope is YLNTLTLAV. The TCR CDR3 sequence is CASSLGSFYNSPLHF. Result: 1 (the TCR binds to the epitope).